The task is: Binary Classification. Given a drug SMILES string, predict its activity (active/inactive) in a high-throughput screening assay against a specified biological target.. This data is from Cav3 T-type calcium channel HTS with 100,875 compounds. (1) The compound is Brc1oc(C(=O)Nc2c(n(n(c2=O)c2ccccc2)C)C)cc1. The result is 0 (inactive). (2) The drug is O(c1n2c(c(c1C(=O)N)c1ccccc1)c(=O)[nH]c1c2cccc1)CC. The result is 0 (inactive). (3) The result is 0 (inactive). The molecule is S(CC(=O)N1c2c(NC(=O)C1)cccc2)c1nc2c(cc1C#N)cccc2C. (4) The molecule is Clc1c(CSCCNS(=O)(=O)C)c(F)ccc1. The result is 0 (inactive).